This data is from Reaction yield outcomes from USPTO patents with 853,638 reactions. The task is: Predict the reaction yield, written as a fraction of the theoretical maximum amount of product (1.0 means a 100% yield; for example, 0.34 means a 34% yield). (1) The reactants are [NH2:1][C:2]1[CH:7]=[C:6]([O:8][C:9]2[CH:14]=[CH:13][C:12]([NH:15][C:16]([C:18]3[C:19](=[O:31])[N:20]([C:25]4[CH:30]=[CH:29][CH:28]=[CH:27][CH:26]=4)[N:21]([CH3:24])[C:22]=3[CH3:23])=[O:17])=[CH:11][C:10]=2[F:32])[CH:5]=[CH:4][N:3]=1.CCN(CC)CC.[CH:40]1([C:44](Cl)=[O:45])[CH2:43][CH2:42][CH2:41]1. The catalyst is C1COCC1.CN(C=O)C.C1COCC1.CCOC(C)=O. The product is [CH:40]1([C:44]([NH:1][C:2]2[CH:7]=[C:6]([O:8][C:9]3[CH:14]=[CH:13][C:12]([NH:15][C:16]([C:18]4[C:19](=[O:31])[N:20]([C:25]5[CH:26]=[CH:27][CH:28]=[CH:29][CH:30]=5)[N:21]([CH3:24])[C:22]=4[CH3:23])=[O:17])=[CH:11][C:10]=3[F:32])[CH:5]=[CH:4][N:3]=2)=[O:45])[CH2:43][CH2:42][CH2:41]1. The yield is 0.440. (2) The yield is 0.990. The product is [C:1]([O:5][C:6]([NH:8][C@H:9]1[CH2:13][C@@H:12]([C:14]([O:16][CH3:17])=[O:15])[CH:11]=[CH:10]1)=[O:7])([CH3:4])([CH3:2])[CH3:3]. The reactants are [C:1]([O:5][C:6]([NH:8][C@H:9]1[CH2:13][C@@H:12]([C:14]([OH:16])=[O:15])[CH:11]=[CH:10]1)=[O:7])([CH3:4])([CH3:3])[CH3:2].[C:17](=O)([O-])[O-].[K+].[K+].CI. The catalyst is CN(C=O)C.CCOC(C)=O. (3) The reactants are [NH2:1][C:2]1[CH:3]=[C:4]([CH:25]=[CH:26][C:27]=1[NH2:28])[C:5]([N:7]1[CH2:12][CH2:11][C:10]2([CH2:20][C:19](=[O:21])[C:18]3[N:17]([CH:22]([CH3:24])[CH3:23])[N:16]=[CH:15][C:14]=3[CH2:13]2)[CH2:9][CH2:8]1)=[O:6].[N:29]([CH3:32])=[C:30]=[S:31]. The catalyst is O1CCCC1. The product is [NH2:1][C:2]1[CH:3]=[C:4]([C:5]([N:7]2[CH2:12][CH2:11][C:10]3([CH2:20][C:19](=[O:21])[C:18]4[N:17]([CH:22]([CH3:24])[CH3:23])[N:16]=[CH:15][C:14]=4[CH2:13]3)[CH2:9][CH2:8]2)=[O:6])[CH:25]=[CH:26][C:27]=1[NH:28][C:30]([NH:29][CH3:32])=[S:31]. The yield is 0.270.